From a dataset of Full USPTO retrosynthesis dataset with 1.9M reactions from patents (1976-2016). Predict the reactants needed to synthesize the given product. Given the product [CH:11]([S:8]([C:5]1[CH:6]=[CH:7][C:2]([NH:18][CH2:19][C:20]2([OH:26])[CH2:25][CH2:24][O:23][CH2:22][CH2:21]2)=[C:3]([N+:14]([O-:16])=[O:15])[CH:4]=1)(=[O:10])=[O:9])([CH3:13])[CH3:12], predict the reactants needed to synthesize it. The reactants are: Cl[C:2]1[CH:7]=[CH:6][C:5]([S:8]([CH:11]([CH3:13])[CH3:12])(=[O:10])=[O:9])=[CH:4][C:3]=1[N+:14]([O-:16])=[O:15].Cl.[NH2:18][CH2:19][C:20]1([OH:26])[CH2:25][CH2:24][O:23][CH2:22][CH2:21]1.